Task: Predict the reactants needed to synthesize the given product.. Dataset: Full USPTO retrosynthesis dataset with 1.9M reactions from patents (1976-2016) (1) Given the product [C:1]([O:5][C:6](=[O:41])[NH:7][C:8]1([CH2:16][CH2:17][C:18]2[CH:23]=[CH:22][C:21]([CH2:24][CH2:25][C:26]3[CH:31]=[CH:30][C:29]([C:32](=[O:40])[C:33]4[CH:38]=[CH:37][C:36]([F:39])=[CH:35][CH:34]=4)=[CH:28][CH:27]=3)=[CH:20][CH:19]=2)[CH2:9][O:10][C:11]([CH3:15])([CH3:14])[O:12][CH2:13]1)([CH3:2])([CH3:3])[CH3:4], predict the reactants needed to synthesize it. The reactants are: [C:1]([O:5][C:6](=[O:41])[NH:7][C:8]1([C:16]#[C:17][C:18]2[CH:23]=[CH:22][C:21]([C:24]#[C:25][C:26]3[CH:31]=[CH:30][C:29]([C:32](=[O:40])[C:33]4[CH:38]=[CH:37][C:36]([F:39])=[CH:35][CH:34]=4)=[CH:28][CH:27]=3)=[CH:20][CH:19]=2)[CH2:13][O:12][C:11]([CH3:15])([CH3:14])[O:10][CH2:9]1)([CH3:4])([CH3:3])[CH3:2]. (2) Given the product [CH3:35][S:36]([O:18][C:13]1[CH:14]=[C:15]2[C:10](=[CH:11][CH:12]=1)[CH:9]([CH2:19][C:20]1[CH:25]=[CH:24][C:23]([O:26][CH2:27][CH2:28][CH:29]3[CH2:34][CH2:33][CH2:32][CH2:31][NH:30]3)=[CH:22][CH:21]=1)[N:8]([C:5]1[CH:6]=[CH:7][C:2]([F:1])=[CH:3][CH:4]=1)[CH2:17][CH2:16]2)(=[O:38])=[O:37], predict the reactants needed to synthesize it. The reactants are: [F:1][C:2]1[CH:7]=[CH:6][C:5]([N:8]2[CH2:17][CH2:16][C:15]3[C:10](=[CH:11][CH:12]=[C:13]([OH:18])[CH:14]=3)[CH:9]2[CH2:19][C:20]2[CH:25]=[CH:24][C:23]([O:26][CH2:27][CH2:28][CH:29]3[CH2:34][CH2:33][CH2:32][CH2:31][NH:30]3)=[CH:22][CH:21]=2)=[CH:4][CH:3]=1.[CH3:35][S:36](Cl)(=[O:38])=[O:37]. (3) Given the product [C:1]([N:4]1[C:8]2=[N:9][C:10]3[N:11]([CH3:27])[C:12](=[O:26])[N:13]([CH2:17][CH2:18][CH2:19][CH2:20][C@H:21]([NH2:23])[CH3:22])[C:14](=[O:16])[C:15]=3[N:7]2[CH2:6][CH2:5]1)(=[O:3])[CH3:2], predict the reactants needed to synthesize it. The reactants are: [C:1]([N:4]1[C:8]2=[N:9][C:10]3[N:11]([CH3:27])[C:12](=[O:26])[N:13]([CH2:17][CH2:18][CH2:19][CH2:20][C@H:21]([N:23]=[N+]=[N-])[CH3:22])[C:14](=[O:16])[C:15]=3[N:7]2[CH2:6][CH2:5]1)(=[O:3])[CH3:2].C(O)C.[H][H]. (4) Given the product [CH3:1][O:2][C:3]1[CH:4]=[CH:5][C:6]([C:9]2[CH:10]=[N:11][CH:12]=[C:13]3[C:18]=2[N:17]=[C:16]([C:19]([NH2:24])=[O:21])[CH:15]=[CH:14]3)=[CH:7][CH:8]=1, predict the reactants needed to synthesize it. The reactants are: [CH3:1][O:2][C:3]1[CH:8]=[CH:7][C:6]([C:9]2[CH:10]=[N:11][CH:12]=[C:13]3[C:18]=2[N:17]=[C:16]([C:19]([OH:21])=O)[CH:15]=[CH:14]3)=[CH:5][CH:4]=1.C(N1C=CN=C1)([N:24]1C=CN=C1)=O.N.CO. (5) Given the product [C:10]([O:12][C:2]1[N:7]=[C:6]([Cl:8])[CH:5]=[CH:4][N:3]=1)([CH3:13])([CH3:11])[CH3:9].[C:10]([O:12][C:6]1[CH:5]=[CH:4][N:3]=[C:2]([Cl:1])[N:7]=1)([CH3:13])([CH3:11])[CH3:9], predict the reactants needed to synthesize it. The reactants are: [Cl:1][C:2]1[N:7]=[C:6]([Cl:8])[CH:5]=[CH:4][N:3]=1.[CH3:9][C:10]([CH3:13])([O-:12])[CH3:11].[K+].C(OCC)(=O)C. (6) Given the product [Cl:8][C:6]1[CH:5]=[C:4]([C:9]2([C:26]([F:28])([F:27])[F:29])[O:13][N:12]=[C:11]([C:14]3[C:22]4[N:18]([CH:19]=[CH:20][CH:21]=4)[C:17]([C:23]([NH:62][CH2:63][C:64]4[CH:65]=[CH:66][C:67]5[C:71]([CH3:73])([CH3:72])[O:70][B:69]([OH:74])[C:68]=5[CH:75]=4)=[O:25])=[CH:16][CH:15]=3)[CH2:10]2)[CH:3]=[C:2]([Cl:1])[CH:7]=1, predict the reactants needed to synthesize it. The reactants are: [Cl:1][C:2]1[CH:3]=[C:4]([C:9]2([C:26]([F:29])([F:28])[F:27])[O:13][N:12]=[C:11]([C:14]3[C:22]4[N:18]([CH:19]=[CH:20][CH:21]=4)[C:17]([C:23]([OH:25])=O)=[CH:16][CH:15]=3)[CH2:10]2)[CH:5]=[C:6]([Cl:8])[CH:7]=1.CN(C(ON1N=NC2C=CC=NC1=2)=[N+](C)C)C.F[P-](F)(F)(F)(F)F.CCN(CC)CC.Cl.[NH2:62][CH2:63][C:64]1[CH:65]=[CH:66][C:67]2[C:71]([CH3:73])([CH3:72])[O:70][B:69]([OH:74])[C:68]=2[CH:75]=1.